Dataset: Reaction yield outcomes from USPTO patents with 853,638 reactions. Task: Predict the reaction yield, written as a fraction of the theoretical maximum amount of product (1.0 means a 100% yield; for example, 0.34 means a 34% yield). The reactants are [NH:1]1[CH2:6][CH2:5][CH:4]([NH:7][C:8]2[CH:15]=[CH:14][C:11]([C:12]#[N:13])=[CH:10][N:9]=2)[CH2:3][CH2:2]1.[F:16][C:17]([F:27])([F:26])[C:18]1[CH:19]=[C:20]([CH:23]=[CH:24][CH:25]=1)[CH2:21]Br.C(N(C(C)C)CC)(C)C. The catalyst is C(#N)C.ClCCl. The product is [F:16][C:17]([F:26])([F:27])[C:18]1[CH:19]=[C:20]([CH:23]=[CH:24][CH:25]=1)[CH2:21][N:1]1[CH2:2][CH2:3][CH:4]([NH:7][C:8]2[CH:15]=[CH:14][C:11]([C:12]#[N:13])=[CH:10][N:9]=2)[CH2:5][CH2:6]1. The yield is 0.350.